Dataset: Forward reaction prediction with 1.9M reactions from USPTO patents (1976-2016). Task: Predict the product of the given reaction. (1) Given the reactants [CH2:1]([O:3][NH2:4])[CH3:2].[C:5]([C:8]1[CH:13]=[CH:12][C:11]([S:14]([NH:17][CH2:18][C:19]2[CH:24]=[CH:23][N:22]=[CH:21][CH:20]=2)(=[O:16])=[O:15])=[CH:10][CH:9]=1)(=O)[CH3:6].Cl.C([O-])(O)=O.[Na+], predict the reaction product. The product is: [CH2:1]([O:3][N:4]=[C:5]([C:8]1[CH:9]=[CH:10][C:11]([S:14]([NH:17][CH2:18][C:19]2[CH:20]=[CH:21][N:22]=[CH:23][CH:24]=2)(=[O:15])=[O:16])=[CH:12][CH:13]=1)[CH3:6])[CH3:2]. (2) Given the reactants [C:1]([C:3]1[CH:4]=[C:5]([C:13]2[S:17][C:16]([C:18]3[CH:26]=[CH:25][CH:24]=[C:23]4[C:19]=3[CH2:20][CH2:21][C@@H:22]4[NH:27][CH2:28][C:29]([O:31][CH3:32])=[O:30])=[N:15][N:14]=2)[CH:6]=[CH:7][C:8]=1[O:9][CH:10]([CH3:12])[CH3:11])#[N:2].[C:33](O[C:33]([O:35][C:36]([CH3:39])([CH3:38])[CH3:37])=[O:34])([O:35][C:36]([CH3:39])([CH3:38])[CH3:37])=[O:34], predict the reaction product. The product is: [C:36]([O:35][C:33]([N:27]([C@@H:22]1[C:23]2[C:19](=[C:18]([C:16]3[S:17][C:13]([C:5]4[CH:6]=[CH:7][C:8]([O:9][CH:10]([CH3:12])[CH3:11])=[C:3]([C:1]#[N:2])[CH:4]=4)=[N:14][N:15]=3)[CH:26]=[CH:25][CH:24]=2)[CH2:20][CH2:21]1)[CH2:28][C:29]([O:31][CH3:32])=[O:30])=[O:34])([CH3:39])([CH3:38])[CH3:37]. (3) The product is: [C:1]([NH:4][C:5]1[CH:10]=[C:9]([C:11]2[O:12][C:13]([C:20]3[CH:25]=[CH:24][CH:23]=[CH:22][C:21]=3[Cl:26])=[C:14]([C:16]([OH:18])=[O:17])[N:15]=2)[C:8]([CH3:27])=[CH:7][N:6]=1)(=[O:3])[CH3:2]. Given the reactants [C:1]([NH:4][C:5]1[CH:10]=[C:9]([C:11]2[O:12][C:13]([C:20]3[CH:25]=[CH:24][CH:23]=[CH:22][C:21]=3[Cl:26])=[C:14]([C:16]([O:18]C)=[O:17])[N:15]=2)[C:8]([CH3:27])=[CH:7][N:6]=1)(=[O:3])[CH3:2].C1COCC1.[OH-].[Na+], predict the reaction product. (4) Given the reactants [N:1]1[CH:6]=[CH:5][CH:4]=[CH:3][C:2]=1[C:7]1[CH:15]=[CH:14][C:10]([C:11](O)=[O:12])=[CH:9][CH:8]=1.S(Cl)([Cl:18])=O, predict the reaction product. The product is: [N:1]1[CH:6]=[CH:5][CH:4]=[CH:3][C:2]=1[C:7]1[CH:15]=[CH:14][C:10]([C:11]([Cl:18])=[O:12])=[CH:9][CH:8]=1. (5) Given the reactants C(C(CCCC)CO)C.[CH2:10]([O:14][CH2:15][CH2:16][OH:17])[CH2:11][CH2:12][CH3:13].C(C(CCCC)C[O-])C.C(C(CCCC)C[O-])C.[Mg+2:36], predict the reaction product. The product is: [CH2:10]([O:14][CH2:15][CH2:16][O-:17])[CH2:11][CH2:12][CH3:13].[CH2:10]([O:14][CH2:15][CH2:16][O-:17])[CH2:11][CH2:12][CH3:13].[Mg+2:36]. (6) Given the reactants [ClH:1].Cl.[F:3][C:4]1[CH:9]=[C:8]([C:10]#[N:11])[CH:7]=[CH:6][C:5]=1[C:12]1[CH:17]=[CH:16][C:15]([O:18][C:19]([F:22])([F:21])[F:20])=[C:14]([CH2:23][NH:24][C@H:25]2[CH2:30][CH2:29][NH:28][CH2:27][C@H:26]2[C:31]2[CH:36]=[CH:35][CH:34]=[CH:33][CH:32]=2)[CH:13]=1.[O:37]=[C:38]1[CH2:43][CH2:42][CH2:41][C:40](=[O:44])[N:39]1[CH2:45][C:46](O)=[O:47].Cl.C(OCC)(=O)C, predict the reaction product. The product is: [ClH:1].[O:37]=[C:38]1[CH2:43][CH2:42][CH2:41][C:40](=[O:44])[N:39]1[CH2:45][C:46]([N:28]1[CH2:29][CH2:30][C@H:25]([NH:24][CH2:23][C:14]2[CH:13]=[C:12]([C:5]3[CH:6]=[CH:7][C:8]([C:10]#[N:11])=[CH:9][C:4]=3[F:3])[CH:17]=[CH:16][C:15]=2[O:18][C:19]([F:21])([F:22])[F:20])[C@H:26]([C:31]2[CH:32]=[CH:33][CH:34]=[CH:35][CH:36]=2)[CH2:27]1)=[O:47].